This data is from Catalyst prediction with 721,799 reactions and 888 catalyst types from USPTO. The task is: Predict which catalyst facilitates the given reaction. Reactant: [CH3:1][N:2]1[C:6](=[S:7])[N:5]=[CH:4][NH:3]1.C(=O)([O-])[O-].[K+].[K+].[C:14]([O:18][C:19]([NH:21][C@@:22]1([C:50]([O:52][C:53]([CH3:56])([CH3:55])[CH3:54])=[O:51])[C@H:27]([O:28][CH2:29][C:30]2[CH:35]=[CH:34][C:33]([Cl:36])=[C:32]([Cl:37])[CH:31]=2)[C@H:26](OS(C)(=O)=O)[C@@H:25]2[C@H:23]1[C@H:24]2[C:43]([O:45][C:46]([CH3:49])([CH3:48])[CH3:47])=[O:44])=[O:20])([CH3:17])([CH3:16])[CH3:15]. Product: [C:14]([O:18][C:19]([NH:21][C@@:22]1([C:50]([O:52][C:53]([CH3:56])([CH3:55])[CH3:54])=[O:51])[C@H:27]([O:28][CH2:29][C:30]2[CH:35]=[CH:34][C:33]([Cl:36])=[C:32]([Cl:37])[CH:31]=2)[C@@H:26]([S:7][C:6]2[N:2]([CH3:1])[N:3]=[CH:4][N:5]=2)[C@@H:25]2[C@H:23]1[C@H:24]2[C:43]([O:45][C:46]([CH3:48])([CH3:47])[CH3:49])=[O:44])=[O:20])([CH3:17])([CH3:15])[CH3:16]. The catalyst class is: 391.